Dataset: Experimentally validated miRNA-target interactions with 360,000+ pairs, plus equal number of negative samples. Task: Binary Classification. Given a miRNA mature sequence and a target amino acid sequence, predict their likelihood of interaction. (1) The miRNA is hsa-miR-548s with sequence AUGGCCAAAACUGCAGUUAUUUU. The protein sequence of the target gene is MGEKNGDAKTFWMELEDDGKVDFIFEQVQNVLQSLKQKIKDGSATNKEYIQAMILVNEATIINSSTSIKGASQKEVNAQSSDPMPVTQKEQENKSNAFPSTSCENSFPEDCTFLTTENKEILSLEDKVVDFREKDSSSNLSYQSHDCSGACLMKMPLNLKGENPLQLPIKCHFQRRHAKTNSHSSALHVSYKTPCGRSLRNVEEVFRYLLETECNFLFTDNFSFNTYVQLARNYPKQKEVVSDVDISNGVESVPISFCNEIDSRKLPQFKYRKTVWPRAYNLTNFSSMFTDSCDCSEGCI.... Result: 0 (no interaction). (2) The miRNA is hsa-miR-5197-3p with sequence AAGAAGAGACUGAGUCAUCGAAU. The protein sequence of the target gene is MMSSVSTESKLQQAVSLKGVDPETCMIVFKNHWAQVVKILEKHDPLKNTQAKYGSIPPDEASAVQNYVEHMLFLLIEEQAKDAAMGPILEFVVCENIMEKLFLWSLRREFTDETKLEQLKMYEMLVTQSYQPLLHHKPILKPLMMLLSSCSGTATPAVEGKLVVLLNQLCSILAKDPSILELFFHTSEDQGAANFLIFSLLIPFIHREGTVGQQARDALLFIMSLSAENSMVANHIVENTYFCPVLATGLSGLYSSLPTKLEEKGEDWHCILKDDWLLLPALVQFMNSLEFCNAVIQVAH.... Result: 0 (no interaction). (3) The miRNA is hsa-miR-4782-3p with sequence UGAUUGUCUUCAUAUCUAGAAC. The protein sequence of the target gene is MADSVKTFLQDLARGIKDSIWGICTISKLDARIQQKREEQRRRRASSVLAQRRAQSIERKQESEPRIVSRIFQCCAWNGGVFWFSLLLFYRVFIPVLQSVTARIIGDPSLHGDVWSWLEFFLTSIFSALWVLPLFVLSKVVNAIWFQDIADLAFEVSGRKPHPFPSVSKIIADMLFNLLLQALFLIQGMFVSLFPIHLVGQLVSLLHMSLLYSLYCFEYRWFNKGIEMHQRLSNIERNWPYYFGFGLPLAFLTAMQSSYIISGCLFSILFPLFIISANEAKTPGKAYLFQLRLFSLVVFL.... Result: 0 (no interaction). (4) The miRNA is hsa-miR-3154 with sequence CAGAAGGGGAGUUGGGAGCAGA. The protein sequence of the target gene is MASCLALRMALLLVSGVLAPAVLTDDVPQEPVPTLWNEPAELPSGEGPVESTSPGREPVDTGPPAPTVAPGPEDSTAQERLDQGGGSLGPGAIAAIVIAALLATCVVLALVVVALRKFSAS. Result: 1 (interaction). (5) The miRNA is hsa-miR-122-5p with sequence UGGAGUGUGACAAUGGUGUUUG. The protein sequence of the target gene is MQLCARAWGLRLGRGAGGGHRLARGTGLSWAQRSRDSSGGGGGGGGGDRGAAGASRLLERLLPRHDDFSRRHIGPGDKDRREMLQALGLASIDELIEKTVPASIRLKRPLKMEDPICENEILETLHAIASKNQIWRSYIGMGYYNCSVPQTILRNLLENSGWVTQYTPYQPEVSQGRLESLLNYQTMVSDITGLDMANASLLDEATAAAEAMQLCHRHNKRKKFFVDPRCHPQTIAVVQTRAKYRGVLVELKLPHEMDFSGKDVCGVLFQYPDTEGKVEDFTELVDRAHQTGSLTCCATD.... Result: 0 (no interaction). (6) The miRNA is hsa-miR-555 with sequence AGGGUAAGCUGAACCUCUGAU. The protein sequence of the target gene is MEDFARGAASPGPSRPGLVPVSIIGAEDEDFENELETNSEEQNSQFQSLEQVKRRPAHLMALLQHVALQFEPGPLLCCLHADMLGSLGPKEAKKAFLDFYHSFLEKTAVLRVPVPPNVAFELDRTRADLISEDVQRRFVQEVVQSQQVAVGRQLEDFRSKRLMGMTPWEQELAQLEAWVGRDRASYEARERHVAERLLMHLEEMQHTISTDEEKSAAVVNAIGLYMRHLGVRTKSGDKKSGRNFFRKKVMGNRRSDEPAKTKKGLSSILDAARWNRGEPQVPDFRHLKAEVDAEKPGATD.... Result: 0 (no interaction).